The task is: Predict the reaction yield, written as a fraction of the theoretical maximum amount of product (1.0 means a 100% yield; for example, 0.34 means a 34% yield).. This data is from Reaction yield outcomes from USPTO patents with 853,638 reactions. The reactants are [Cl:1][C:2]1[CH:7]=[N:6][NH:5][C:4](=[O:8])[C:3]=1[NH:9][CH2:10][CH2:11][CH2:12][N:13]([CH2:15][CH2:16][C:17]1[CH:22]=[CH:21][C:20]([O:23][CH3:24])=[C:19]([O:25][CH3:26])[CH:18]=1)[CH3:14].CO.[C:29]([OH:36])(=[O:35])/[CH:30]=[CH:31]/[C:32]([OH:34])=[O:33]. The catalyst is C(OCC)(=O)C. The product is [C:29]([OH:36])(=[O:35])/[CH:30]=[CH:31]/[C:32]([OH:34])=[O:33].[Cl:1][C:2]1[CH:7]=[N:6][NH:5][C:4](=[O:8])[C:3]=1[NH:9][CH2:10][CH2:11][CH2:12][N:13]([CH2:15][CH2:16][C:17]1[CH:22]=[CH:21][C:20]([O:23][CH3:24])=[C:19]([O:25][CH3:26])[CH:18]=1)[CH3:14]. The yield is 0.850.